Dataset: Full USPTO retrosynthesis dataset with 1.9M reactions from patents (1976-2016). Task: Predict the reactants needed to synthesize the given product. (1) The reactants are: CC(OI1(OC(C)=O)(OC(C)=O)OC(=O)C2C=CC=CC1=2)=O.[Cl:23][C:24]1[CH:29]=[CH:28][C:27]([C@:30]([NH:34][C:35](=[O:41])[O:36][C:37]([CH3:40])([CH3:39])[CH3:38])([CH3:33])[CH2:31][OH:32])=[CH:26][CH:25]=1.[O-]S([O-])(=S)=O.[Na+].[Na+]. Given the product [Cl:23][C:24]1[CH:29]=[CH:28][C:27]([C@:30]([NH:34][C:35](=[O:41])[O:36][C:37]([CH3:40])([CH3:39])[CH3:38])([CH3:33])[CH:31]=[O:32])=[CH:26][CH:25]=1, predict the reactants needed to synthesize it. (2) Given the product [CH3:59][O:58][C:57]([NH:56][C@@H:52]([CH:53]([CH3:55])[CH3:54])[C:51]([N:46]1[C@@H:47]([CH3:50])[CH2:48][CH2:49][C@H:45]1[C:43]1[NH:44][C:40]([C:35]2[CH:36]=[C:37]3[CH2:38][O:39][C:26]4[CH:25]=[C:24]5[C:29]([CH:30]=[CH:31][C:21]6[N:20]=[C:19]([C@@H:14]7[CH2:15][CH2:16][C@H:17]([CH3:18])[N:13]7[C:68](=[O:70])[C@H:67]([NH:66][C:64](=[O:65])[O:63][CH3:62])[C:71]7[CH:76]=[CH:75][CH:74]=[CH:73][CH:72]=7)[NH:23][C:22]=65)=[CH:28][C:27]=4[C:32]3=[CH:33][CH:34]=2)=[CH:41][N:42]=1)=[O:61])=[O:60], predict the reactants needed to synthesize it. The reactants are: COC(N[C@H](C([N:13]1[C@@H:17]([CH3:18])[CH2:16][CH2:15][C@H:14]1[C:19]1[NH:23][C:22]2[C:24]3[C:29]([CH:30]=[CH:31][C:21]=2[N:20]=1)=[CH:28][C:27]1[C:32]2[C:37]([CH2:38][O:39][C:26]=1[CH:25]=3)=[CH:36][C:35]([C:40]1[NH:44][C:43]([C@@H:45]3[CH2:49][CH2:48][C@H:47]([CH3:50])[N:46]3[C:51](=[O:61])[C@@H:52]([NH:56][C:57](=[O:60])[O:58][CH3:59])[CH:53]([CH3:55])[CH3:54])=[N:42][CH:41]=1)=[CH:34][CH:33]=2)=O)[C@@H](C)OC)=O.[CH3:62][O:63][C:64]([NH:66][C@H:67]([C:71]1[CH:76]=[CH:75][CH:74]=[CH:73][CH:72]=1)[C:68]([OH:70])=O)=[O:65].CCOC(C(C#N)=NOC(N1CCOCC1)=[N+](C)C)=O.F[P-](F)(F)(F)(F)F. (3) Given the product [Cl:4][C:5]1[CH:10]=[CH:9][CH:8]=[CH:7][C:6]=1[N:11]1[C:26]([C:27]2[CH:28]=[CH:29][C:30]([O:33][CH2:1][CH3:2])=[CH:31][CH:32]=2)=[C:14]2[N:15]=[C:16]([CH3:25])[N:17]([CH2:20][C:21]([F:24])([F:22])[F:23])[C:18](=[O:19])[C:13]2=[N:12]1, predict the reactants needed to synthesize it. The reactants are: [CH2:1](I)[CH3:2].[Cl:4][C:5]1[CH:10]=[CH:9][CH:8]=[CH:7][C:6]=1[N:11]1[C:26]([C:27]2[CH:32]=[CH:31][C:30]([OH:33])=[CH:29][CH:28]=2)=[C:14]2[N:15]=[C:16]([CH3:25])[N:17]([CH2:20][C:21]([F:24])([F:23])[F:22])[C:18](=[O:19])[C:13]2=[N:12]1.C([O-])([O-])=O.[Cs+].[Cs+]. (4) The reactants are: [Br:1][C:2]1[CH:10]=[CH:9][C:5]([C:6](O)=[O:7])=[C:4]([F:11])[CH:3]=1.C(Cl)(=O)C(Cl)=O.[CH2:18]([N:20](CC)CC)C.CN. Given the product [Br:1][C:2]1[CH:10]=[CH:9][C:5]([C:6]([NH:20][CH3:18])=[O:7])=[C:4]([F:11])[CH:3]=1, predict the reactants needed to synthesize it. (5) Given the product [CH3:16][O:13][C:12](=[O:14])[C:11](=[O:15])[CH:10]=[CH:9][C:6]1[CH:5]=[CH:4][C:3]([Br:2])=[CH:8][CH:7]=1, predict the reactants needed to synthesize it. The reactants are: [K+].[Br:2][C:3]1[CH:8]=[CH:7][C:6]([CH:9]=[CH:10][C:11](=[O:15])[C:12]([O-:14])=[O:13])=[CH:5][CH:4]=1.[CH3:16]I.O. (6) Given the product [CH3:8][C:9]1[CH:46]=[C:45]([CH3:47])[CH:44]=[CH:43][C:10]=1[O:11][CH2:12][C@H:13]([OH:42])[CH2:14][NH:15][C:16]1[CH:21]=[CH:20][NH:19][C:18](=[O:22])[C:17]=1[C:23]1[NH:34][C:33]2[C:25](=[CH:26][C:27]3[CH2:28][N:29]([CH:36]4[CH2:37][CH2:38][N:39]([CH2:49][CH2:48][S:50]([CH3:53])(=[O:52])=[O:51])[CH2:40][CH2:41]4)[C:30](=[O:35])[C:31]=3[CH:32]=2)[N:24]=1, predict the reactants needed to synthesize it. The reactants are: C(O)(C(F)(F)F)=O.[CH3:8][C:9]1[CH:46]=[C:45]([CH3:47])[CH:44]=[CH:43][C:10]=1[O:11][CH2:12][C@H:13]([OH:42])[CH2:14][NH:15][C:16]1[CH:21]=[CH:20][NH:19][C:18](=[O:22])[C:17]=1[C:23]1[NH:34][C:33]2[C:25](=[CH:26][C:27]3[CH2:28][N:29]([CH:36]4[CH2:41][CH2:40][NH:39][CH2:38][CH2:37]4)[C:30](=[O:35])[C:31]=3[CH:32]=2)[N:24]=1.[CH:48]([S:50]([CH3:53])(=[O:52])=[O:51])=[CH2:49]. (7) Given the product [C:2]([C:8]1[CH:9]=[C:10]2[CH:16]=[CH:15][O:14][C:11]2=[CH:12][N:13]=1)(=[O:1])[CH3:3], predict the reactants needed to synthesize it. The reactants are: [O:1]=[C:2]([C:8]1[CH:9]=[C:10]2[CH:16]=[CH:15][O:14][C:11]2=[CH:12][N:13]=1)[CH2:3]C(OC)=O.O=C(C1C=C2C=COC2=CN=1)CC(OCC)=O.O=C(C1C=C2C=COC2=CN=1)CC(OC(C)(C)C)=O.Cl.[OH-].[Na+].